From a dataset of Full USPTO retrosynthesis dataset with 1.9M reactions from patents (1976-2016). Predict the reactants needed to synthesize the given product. (1) The reactants are: Cl[CH2:2][CH2:3][O:4][C:5]1[CH:14]=[C:13]2[C:8]([C:9]([O:15][C:16]3[C:17]([C:24]4[CH:29]=[CH:28][C:27]([CH3:30])=[CH:26][N:25]=4)=[N:18][C:19]([CH3:23])=[C:20]([CH3:22])[CH:21]=3)=[CH:10][CH:11]=[N:12]2)=[CH:7][C:6]=1[O:31][CH3:32].C(=O)([O-])[O-].[K+].[K+].[NH2:39][CH2:40][CH2:41][OH:42]. Given the product [CH3:32][O:31][C:6]1[CH:7]=[C:8]2[C:13](=[CH:14][C:5]=1[O:4][CH2:3][CH2:2][NH:39][CH2:40][CH2:41][OH:42])[N:12]=[CH:11][CH:10]=[C:9]2[O:15][C:16]1[C:17]([C:24]2[CH:29]=[CH:28][C:27]([CH3:30])=[CH:26][N:25]=2)=[N:18][C:19]([CH3:23])=[C:20]([CH3:22])[CH:21]=1, predict the reactants needed to synthesize it. (2) Given the product [CH3:3][C@H:2]([C@@H:18]([OH:19])[CH2:17][CH:16]([CH3:20])[CH3:15])[C:1]([N:5]1[C:9]2[CH:10]=[CH:11][CH:12]=[CH:13][C:8]=2[O:7][C:6]1=[O:14])=[O:4], predict the reactants needed to synthesize it. The reactants are: [C:1]([N:5]1[C:9]2[CH:10]=[CH:11][CH:12]=[CH:13][C:8]=2[O:7][C:6]1=[O:14])(=[O:4])[CH2:2][CH3:3].[CH3:15][CH:16]([CH3:20])[CH2:17][CH:18]=[O:19]. (3) Given the product [C:39]([O:42][C:43]([NH:2][C:3]1[CH:4]=[C:5]2[C:9](=[CH:10][CH:11]=1)[N:8]([C:12](=[O:32])[CH2:13][NH:14][C:15](=[O:31])[C@@H:16]([NH:21][C:22](=[O:30])[CH2:23][C:24]1[CH:25]=[CH:26][CH:27]=[CH:28][CH:29]=1)[C@@H:17]([CH3:20])[CH2:18][CH3:19])[C@H:7]([C:33]([OH:35])=[O:34])[CH2:6]2)=[O:44])([CH3:41])([CH3:40])[CH3:38], predict the reactants needed to synthesize it. The reactants are: Cl.[NH2:2][C:3]1[CH:4]=[C:5]2[C:9](=[CH:10][CH:11]=1)[N:8]([C:12](=[O:32])[CH2:13][NH:14][C:15](=[O:31])[C@@H:16]([NH:21][C:22](=[O:30])[CH2:23][C:24]1[CH:29]=[CH:28][CH:27]=[CH:26][CH:25]=1)[C@@H:17]([CH3:20])[CH2:18][CH3:19])[C@H:7]([C:33]([OH:35])=[O:34])[CH2:6]2.[OH-].[Na+].[CH3:38][C:39]([O:42][C:43](O[C:43]([O:42][C:39]([CH3:41])([CH3:40])[CH3:38])=[O:44])=[O:44])([CH3:41])[CH3:40].C(O)(=O)CC(CC(O)=O)(C(O)=O)O. (4) Given the product [Cl:15][C:6]1[C:5]2[C:10](=[CH:11][C:2]([Cl:1])=[CH:3][CH:4]=2)[N:9]=[CH:8][N:7]=1, predict the reactants needed to synthesize it. The reactants are: [Cl:1][C:2]1[CH:11]=[C:10]2[C:5]([C:6](=O)[NH:7][CH:8]=[N:9]2)=[CH:4][CH:3]=1.O=P(Cl)(Cl)[Cl:15].